Dataset: Experimentally validated miRNA-target interactions with 360,000+ pairs, plus equal number of negative samples. Task: Binary Classification. Given a miRNA mature sequence and a target amino acid sequence, predict their likelihood of interaction. (1) The miRNA is hsa-miR-6728-5p with sequence UUGGGAUGGUAGGACCAGAGGGG. The protein sequence of the target gene is MEEGFRDRAAFIRGAKDIAKEVKKHAAKKVVKGLDRVQDEYSRRSYSRFEEEDDDDDFPAPSDGYYRGEGTQDEEEGGASSDATEGHDEDDEIYEGEYQGIPRAESGGKGERMADGAPLAGVRGGLSDGEGPPGGRGEAQRRKEREELAQQYEAILRECGHGRFQWTLYFVLGLALMADGVEVFVVGFVLPSAEKDMCLSDSNKGMLGLIVYLGMMVGAFLWGGLADRLGRRQCLLISLSVNSVFAFFSSFVQGYGTFLFCRLLSGVGIGGSIPIVFSYFSEFLAQEKRGEHLSWLCMFW.... Result: 0 (no interaction). (2) The miRNA is hsa-miR-372-3p with sequence AAAGUGCUGCGACAUUUGAGCGU. The protein sequence of the target gene is MAGAIIENMSTKKLCIVGGILLVFQIIAFLVGGLIAPGPTTAVSYMSVKCVDARKNHHKTKWFVPWGPNHCDKIRDIEEAIPREIEANDIVFSVHIPLPHMEMSPWFQFMLFILQLDIAFKLNNQIRENAEVSMDVSLAYRDDAFAEWTEMAHERVPRKLKCTFTSPKTPEHEGRYYECDVLPFMEIGSVAHKFYLLNIRLPVNEKKKINVGIGEIKDIRLVGIHQNGGFTKVWFAMKTFLTPSIFIIMVWYWRRITMMSRPPVLLEKVIFALGISMTFINIPVEWFSIGFDWTWMLLFG.... Result: 0 (no interaction).